This data is from Catalyst prediction with 721,799 reactions and 888 catalyst types from USPTO. The task is: Predict which catalyst facilitates the given reaction. (1) Reactant: N(C(OCC)=O)=NC(OCC)=O.[C:13]([O:17][C:18](=[O:44])[NH:19][C@H:20]1[CH2:25][CH2:24][C@H:23]([CH2:26][CH:27]([CH2:30][C:31]2[C:40]3[C:35](=[CH:36][CH:37]=[C:38]([O:41][CH3:42])[CH:39]=3)[N:34]=[CH:33][C:32]=2[OH:43])[CH2:28]O)[CH2:22][CH2:21]1)([CH3:16])([CH3:15])[CH3:14].C1(P(C2C=CC=CC=2)C2C=CC=CC=2)C=CC=CC=1.C(OCC)(=O)C. Product: [C:13]([O:17][C:18](=[O:44])[NH:19][C@H:20]1[CH2:25][CH2:24][C@H:23]([CH2:26][CH:27]2[CH2:30][C:31]3[C:40]4[C:35](=[CH:36][CH:37]=[C:38]([O:41][CH3:42])[CH:39]=4)[N:34]=[CH:33][C:32]=3[O:43][CH2:28]2)[CH2:22][CH2:21]1)([CH3:16])([CH3:15])[CH3:14]. The catalyst class is: 7. (2) Product: [NH2:1][C:2](=[S:23])[CH2:3][N:4]([CH3:12])[C:5](=[O:11])[O:6][C:7]([CH3:10])([CH3:9])[CH3:8]. The catalyst class is: 7. Reactant: [NH2:1][C:2](=O)[CH2:3][N:4]([CH3:12])[C:5](=[O:11])[O:6][C:7]([CH3:10])([CH3:9])[CH3:8].COC1C=CC(P2(SP(C3C=CC(OC)=CC=3)(=S)S2)=[S:23])=CC=1. (3) Reactant: Br[C:2]1[CH:7]=[C:6]([N+:8]([O-:10])=[O:9])[CH:5]=[C:4]([Cl:11])[CH:3]=1.[NH:12]1[CH2:17][CH2:16][O:15][CH2:14][CH2:13]1.CC(C)([O-])C.[Na+].CC(C1C=C(C(C)C)C(C2C=CC=CC=2P(C2CCCCC2)C2CCCCC2)=C(C(C)C)C=1)C. Product: [Cl:11][C:4]1[CH:3]=[C:2]([N:12]2[CH2:17][CH2:16][O:15][CH2:14][CH2:13]2)[CH:7]=[C:6]([N+:8]([O-:10])=[O:9])[CH:5]=1. The catalyst class is: 187. (4) Reactant: C1(C)C=CC(S(Cl)(=O)=O)=CC=1.[CH2:12]([C:16]1[N:17]([CH2:30][CH2:31][CH2:32][NH:33][C:34](=[O:40])[O:35][C:36]([CH3:39])([CH3:38])[CH3:37])[C:18]2[C:27]3[CH:26]=[CH:25][CH:24]=[CH:23][C:22]=3[N+:21]([O-])=[CH:20][C:19]=2[N:29]=1)[CH2:13][CH2:14][CH3:15].O.C(Cl)Cl.[OH-].[NH4+:46]. Product: [NH2:46][C:20]1[C:19]2[N:29]=[C:16]([CH2:12][CH2:13][CH2:14][CH3:15])[N:17]([CH2:30][CH2:31][CH2:32][NH:33][C:34](=[O:40])[O:35][C:36]([CH3:39])([CH3:38])[CH3:37])[C:18]=2[C:27]2[CH:26]=[CH:25][CH:24]=[CH:23][C:22]=2[N:21]=1. The catalyst class is: 2. (5) Reactant: Br[C:2]1[C:15]2[C:14](=[O:16])[N:13]([CH2:17][CH2:18][CH2:19][O:20][CH3:21])[C:12](=[O:22])[C:11]3=[CH:23][C:24](Br)=[C:8]4[C:9]([C:10]=23)=[C:4]([C:5](=[O:32])[N:6]([CH2:27][CH2:28][CH2:29][O:30][CH3:31])[C:7]4=[O:26])[CH:3]=1.[NH2:33][CH2:34][CH2:35][CH2:36][N:37]1[CH2:42][CH2:41][N:40]([CH3:43])[CH2:39][CH2:38]1. Product: [CH3:21][O:20][CH2:19][CH2:18][CH2:17][N:13]1[C:12](=[O:22])[C:11]2=[CH:23][C:24]([NH:33][CH2:34][CH2:35][CH2:36][N:37]3[CH2:38][CH2:39][N:40]([CH3:43])[CH2:41][CH2:42]3)=[C:8]3[C:9]4[C:10]2=[C:15]([C:2]([NH:33][CH2:34][CH2:35][CH2:36][N:37]2[CH2:38][CH2:39][N:40]([CH3:43])[CH2:41][CH2:42]2)=[CH:3][C:4]=4[C:5](=[O:32])[N:6]([CH2:27][CH2:28][CH2:29][O:30][CH3:31])[C:7]3=[O:26])[C:14]1=[O:16]. The catalyst class is: 37.